This data is from Full USPTO retrosynthesis dataset with 1.9M reactions from patents (1976-2016). The task is: Predict the reactants needed to synthesize the given product. (1) Given the product [NH2:2][CH2:1][CH2:3][N:4]1[C:12]2[CH2:11][C:10]([F:14])([F:13])[CH2:9][CH2:8][C:7]=2[CH:6]=[C:5]1[C:15]([O:17][CH2:18][CH3:19])=[O:16], predict the reactants needed to synthesize it. The reactants are: [C:1]([CH2:3][N:4]1[C:12]2[CH2:11][C:10]([F:14])([F:13])[CH2:9][CH2:8][C:7]=2[CH:6]=[C:5]1[C:15]([O:17][CH2:18][CH3:19])=[O:16])#[N:2].[BH4-].[Na+]. (2) Given the product [F:1][C:2]1[CH:7]=[CH:6][C:5]([N+:8]([O-:10])=[O:9])=[CH:4][C:3]=1[CH2:11][CH2:12][NH2:13], predict the reactants needed to synthesize it. The reactants are: [F:1][C:2]1[CH:7]=[CH:6][C:5]([N+:8]([O-:10])=[O:9])=[CH:4][C:3]=1[CH2:11][C:12]#[N:13].B.C1COCC1. (3) Given the product [C:1]([Cl:12])(=[O:9])[C:2]1[CH:7]=[CH:6][CH:5]=[CH:4][CH:3]=1, predict the reactants needed to synthesize it. The reactants are: [C:1]([OH:9])(=O)[C:2]1[CH:7]=[CH:6][CH:5]=[CH:4][CH:3]=1.S(Cl)([Cl:12])=O. (4) Given the product [CH:24]1([CH2:29][CH2:30][CH2:31][N:32]2[CH2:37][CH2:36][N:35]([C:38]3[C:39]([F:47])=[CH:40][C:41]([OH:45])=[C:42]([F:44])[CH:43]=3)[CH2:34][CH2:33]2)[CH2:28][CH2:27][CH2:26][CH2:25]1, predict the reactants needed to synthesize it. The reactants are: COC1C=CC(N2CCN(CCC3C=CC=CC=3)CC2)=CC=1C.[CH:24]1([CH2:29][CH2:30][CH2:31][N:32]2[CH2:37][CH2:36][N:35]([C:38]3[CH:43]=[C:42]([F:44])[C:41]([O:45]C)=[CH:40][C:39]=3[F:47])[CH2:34][CH2:33]2)[CH2:28][CH2:27][CH2:26][CH2:25]1. (5) Given the product [F:1][C:2]1[CH:3]=[C:4]([NH:9][C:10]([NH:12][C@H:13]2[CH2:21][C@H:20]3[C@:16]([C:22]4[CH:27]=[CH:26][C:25]([O:28][CH3:29])=[C:24]([O:30][CH3:31])[CH:23]=4)([CH2:17][CH2:18][N:19]3[C:32](=[O:38])[CH2:33][CH2:34][C:35]([OH:37])=[O:36])[CH2:15][CH2:14]2)=[O:11])[CH:5]=[CH:6][C:7]=1[F:8], predict the reactants needed to synthesize it. The reactants are: [F:1][C:2]1[CH:3]=[C:4]([NH:9][C:10]([NH:12][C@H:13]2[CH2:21][C@H:20]3[C@:16]([C:22]4[CH:27]=[CH:26][C:25]([O:28][CH3:29])=[C:24]([O:30][CH3:31])[CH:23]=4)([CH2:17][CH2:18][NH:19]3)[CH2:15][CH2:14]2)=[O:11])[CH:5]=[CH:6][C:7]=1[F:8].[C:32]1(=[O:38])[O:37][C:35](=[O:36])[CH2:34][CH2:33]1.Cl. (6) Given the product [N:2]1[CH:7]=[CH:6][CH:5]=[CH:4][C:3]=1[N:8]([CH2:32][CH2:33][C:34]([O:36][CH2:37][CH3:38])=[O:35])[C:9]([C:11]1[CH:31]=[CH:30][C:14]2[N:15]([CH3:29])[C:16]([CH2:18][NH:19][C:20]3[CH:25]=[CH:24][C:23]([C:26](=[NH:27])[NH:28][C:40]([O:42][CH2:43][CH2:44][S:45]([CH3:48])(=[O:47])=[O:46])=[O:41])=[CH:22][CH:21]=3)=[N:17][C:13]=2[CH:12]=1)=[O:10], predict the reactants needed to synthesize it. The reactants are: Cl.[N:2]1[CH:7]=[CH:6][CH:5]=[CH:4][C:3]=1[N:8]([CH2:32][CH2:33][C:34]([O:36][CH2:37][CH3:38])=[O:35])[C:9]([C:11]1[CH:31]=[CH:30][C:14]2[N:15]([CH3:29])[C:16]([CH2:18][NH:19][C:20]3[CH:25]=[CH:24][C:23]([C:26](=[NH:28])[NH2:27])=[CH:22][CH:21]=3)=[N:17][C:13]=2[CH:12]=1)=[O:10].Cl[C:40]([O:42][CH2:43][CH2:44][S:45]([CH3:48])(=[O:47])=[O:46])=[O:41]. (7) The reactants are: C([O:8][C:9]1[CH:14]=[C:13]([O:15]CC2C=CC=CC=2)[CH:12]=[CH:11][C:10]=1[C:23]1[CH:28]=[C:27]([O:29][CH3:30])[CH:26]=[CH:25][C:24]=1[F:31])C1C=CC=CC=1. Given the product [F:31][C:24]1[CH:25]=[CH:26][C:27]([O:29][CH3:30])=[CH:28][C:23]=1[C:10]1[C:9]([OH:8])=[CH:14][C:13]([OH:15])=[CH:12][CH:11]=1, predict the reactants needed to synthesize it.